This data is from Merck oncology drug combination screen with 23,052 pairs across 39 cell lines. The task is: Regression. Given two drug SMILES strings and cell line genomic features, predict the synergy score measuring deviation from expected non-interaction effect. (1) Drug 1: COc1cc(C2c3cc4c(cc3C(OC3OC5COC(C)OC5C(O)C3O)C3COC(=O)C23)OCO4)cc(OC)c1O. Drug 2: Cn1nnc2c(C(N)=O)ncn2c1=O. Cell line: SW620. Synergy scores: synergy=17.6. (2) Drug 1: COc1cc(C2c3cc4c(cc3C(OC3OC5COC(C)OC5C(O)C3O)C3COC(=O)C23)OCO4)cc(OC)c1O. Drug 2: C=CCn1c(=O)c2cnc(Nc3ccc(N4CCN(C)CC4)cc3)nc2n1-c1cccc(C(C)(C)O)n1. Cell line: A2058. Synergy scores: synergy=15.4. (3) Drug 1: N#Cc1ccc(Cn2cncc2CN2CCN(c3cccc(Cl)c3)C(=O)C2)cc1. Drug 2: Cc1nc(Nc2ncc(C(=O)Nc3c(C)cccc3Cl)s2)cc(N2CCN(CCO)CC2)n1. Cell line: SKMEL30. Synergy scores: synergy=-5.08. (4) Drug 1: O=C(CCCCCCC(=O)Nc1ccccc1)NO. Drug 2: O=C(O)C1(Cc2cccc(Nc3nccs3)n2)CCC(Oc2cccc(Cl)c2F)CC1. Cell line: UACC62. Synergy scores: synergy=-2.53. (5) Drug 1: NC1(c2ccc(-c3nc4ccn5c(=O)[nH]nc5c4cc3-c3ccccc3)cc2)CCC1. Drug 2: COC1=C2CC(C)CC(OC)C(O)C(C)C=C(C)C(OC(N)=O)C(OC)C=CC=C(C)C(=O)NC(=CC1=O)C2=O. Cell line: NCIH1650. Synergy scores: synergy=24.9.